Predict the product of the given reaction. From a dataset of Forward reaction prediction with 1.9M reactions from USPTO patents (1976-2016). Given the reactants [CH2:1]([C:4]#[N:5])[C:2]#[N:3].C(O)C.Cl.N[C:11]1[CH:16]=[CH:15][CH:14]=[CH:13][C:12]=1[SH:17], predict the reaction product. The product is: [S:17]1[C:12]2[CH:13]=[CH:14][CH:15]=[CH:16][C:11]=2[N:3]=[C:2]1[CH2:1][C:4]#[N:5].